Dataset: Forward reaction prediction with 1.9M reactions from USPTO patents (1976-2016). Task: Predict the product of the given reaction. (1) The product is: [CH3:2][Si:1]([CH3:3])([C:4]([CH3:6])([CH3:5])[CH3:7])[O:8][CH:9]1[CH2:10][CH2:11][CH:12]([C:15]([OH:17])=[O:16])[CH2:13][CH2:14]1. Given the reactants [Si:1]([O:8][CH:9]1[CH2:14][CH2:13][CH:12]([C:15]([O:17]CC)=[O:16])[CH2:11][CH2:10]1)([C:4]([CH3:7])([CH3:6])[CH3:5])([CH3:3])[CH3:2].[OH-].[Na+], predict the reaction product. (2) The product is: [C:35]([C:39]1[CH:40]=[CH:41][C:42]([N:43]2[CH:9]([C:10]3[CH:15]=[CH:14][C:13]([Cl:16])=[C:12]([N+:17]([O-:19])=[O:18])[CH:11]=3)[CH2:8][CH2:7][CH:6]2[C:25]2[CH:30]=[CH:29][C:28]([Cl:31])=[C:27]([N+:32]([O-:34])=[O:33])[CH:26]=2)=[CH:44][CH:45]=1)([CH3:38])([CH3:36])[CH3:37]. Given the reactants CS(O[CH:6]([C:25]1[CH:30]=[CH:29][C:28]([Cl:31])=[C:27]([N+:32]([O-:34])=[O:33])[CH:26]=1)[CH2:7][CH2:8][CH:9](OS(C)(=O)=O)[C:10]1[CH:15]=[CH:14][C:13]([Cl:16])=[C:12]([N+:17]([O-:19])=[O:18])[CH:11]=1)(=O)=O.[C:35]([C:39]1[CH:45]=[CH:44][C:42]([NH2:43])=[CH:41][CH:40]=1)([CH3:38])([CH3:37])[CH3:36].O, predict the reaction product.